The task is: Predict the product of the given reaction.. This data is from Forward reaction prediction with 1.9M reactions from USPTO patents (1976-2016). (1) Given the reactants [C@@H:1]1([N:9]2[CH:13]=[C:12](I)[CH:11]=[C:10]2[N+:15]([O-:17])=[O:16])[O:6][C@H:5]([CH2:7][OH:8])[C@@H:3]([OH:4])[CH2:2]1.[CH2:18]([Sn](CCCC)(CCCC)C#CC)[CH2:19][CH2:20]C, predict the reaction product. The product is: [C@@H:1]1([N:9]2[CH:13]=[C:12]([C:18]#[C:19][CH3:20])[CH:11]=[C:10]2[N+:15]([O-:17])=[O:16])[O:6][C@H:5]([CH2:7][OH:8])[C@@H:3]([OH:4])[CH2:2]1. (2) Given the reactants O.NN.[N+:4]([C:7]1[CH:8]=[CH:9][C:10]2[CH2:16][CH2:15][CH2:14][NH:13][C:12](=[O:17])[C:11]=2[CH:18]=1)([O-])=O, predict the reaction product. The product is: [NH2:4][C:7]1[CH:8]=[CH:9][C:10]2[CH2:16][CH2:15][CH2:14][NH:13][C:12](=[O:17])[C:11]=2[CH:18]=1. (3) The product is: [F:3][C:4]1[CH:9]=[CH:8][C:7]([N:10]2[C:11](=[O:27])[CH2:12][C:13]3[C:14](=[CH:19][CH:20]=[C:21]([C:23]([O:25][CH3:26])=[O:24])[CH:22]=3)[C:15]2=[O:16])=[CH:6][CH:5]=1. Given the reactants [H-].[Na+].[F:3][C:4]1[CH:9]=[CH:8][C:7]([NH:10][C:11](=[O:27])[CH2:12][C:13]2[CH:22]=[C:21]([C:23]([O:25][CH3:26])=[O:24])[CH:20]=[CH:19][C:14]=2[C:15](OC)=[O:16])=[CH:6][CH:5]=1, predict the reaction product. (4) Given the reactants [Br:1][C:2]1[S:3][C:4]([C:8]([OH:10])=O)=[C:5]([CH3:7])[N:6]=1.[CH2:11]([NH2:18])[C:12]1[CH:17]=[CH:16][CH:15]=[CH:14][CH:13]=1.F[P-](F)(F)(F)(F)F.N1(O[P+](N(C)C)(N(C)C)N(C)C)C2C=CC=CC=2N=N1.C(N(CC)C(C)C)(C)C, predict the reaction product. The product is: [CH2:11]([NH:18][C:8]([C:4]1[S:3][C:2]([Br:1])=[N:6][C:5]=1[CH3:7])=[O:10])[C:12]1[CH:17]=[CH:16][CH:15]=[CH:14][CH:13]=1.